Dataset: CYP2C9 inhibition data for predicting drug metabolism from PubChem BioAssay. Task: Regression/Classification. Given a drug SMILES string, predict its absorption, distribution, metabolism, or excretion properties. Task type varies by dataset: regression for continuous measurements (e.g., permeability, clearance, half-life) or binary classification for categorical outcomes (e.g., BBB penetration, CYP inhibition). Dataset: cyp2c9_veith. (1) The molecule is Oc1ccc2ccccc2c1/C=C\c1ccc2c(Br)cc(Br)c(O)c2n1. The result is 1 (inhibitor). (2) The result is 1 (inhibitor). The drug is Cc1sc(NC(=O)C(C)C)c(C(=O)Nc2ccccc2)c1C. (3) The drug is O=C1C(SCCO)=C(SCCO)C(=O)c2ccccc21. The result is 1 (inhibitor). (4) The molecule is COc1cc2c(CCNC(C)=O)c[nH]c2cc1O. The result is 0 (non-inhibitor). (5) The drug is Cc1cc(Br)ccc1NC(=O)CCSc1ccccc1. The result is 1 (inhibitor).